This data is from Full USPTO retrosynthesis dataset with 1.9M reactions from patents (1976-2016). The task is: Predict the reactants needed to synthesize the given product. (1) Given the product [F:8][C:4]1[CH:3]=[C:2]([C:10]([CH3:14])=[CH2:9])[CH:7]=[CH:6][N:5]=1, predict the reactants needed to synthesize it. The reactants are: Br[C:2]1[CH:7]=[CH:6][N:5]=[C:4]([F:8])[CH:3]=1.[CH3:9][C:10]1(C)[C:14](C)(C)OB(C(C)=C)O1.C([O-])([O-])=O.[K+].[K+]. (2) Given the product [Cl:1][C:2]1[CH:3]=[C:4]([N:10]([CH2:27][C:28]2[CH:33]=[CH:32][CH:31]=[CH:30][C:29]=2[C:34]([F:36])([F:35])[F:37])[C@H:11]2[CH2:15][CH2:14][N:13]([CH2:16][C:17]3[CH:18]=[C:19]([CH:24]=[CH:25][CH:26]=3)[C:20]([OH:22])=[O:21])[CH2:12]2)[CH:5]=[CH:6][C:7]=1[C:8]#[N:9], predict the reactants needed to synthesize it. The reactants are: [Cl:1][C:2]1[CH:3]=[C:4]([N:10]([CH2:27][C:28]2[CH:33]=[CH:32][CH:31]=[CH:30][C:29]=2[C:34]([F:37])([F:36])[F:35])[C@H:11]2[CH2:15][CH2:14][N:13]([CH2:16][C:17]3[CH:18]=[C:19]([CH:24]=[CH:25][CH:26]=3)[C:20]([O:22]C)=[O:21])[CH2:12]2)[CH:5]=[CH:6][C:7]=1[C:8]#[N:9].CCO.[OH-].[Na+].Cl. (3) Given the product [Si:31]([O:1][CH2:2][C@H:3]([CH2:19][CH:20]=[CH2:21])[CH2:4][C@H:5]1[CH2:9][O:8][C:7]([CH3:11])([CH3:10])[N:6]1[C:12]([O:14][C:15]([CH3:18])([CH3:17])[CH3:16])=[O:13])([C:28]([CH3:30])([CH3:29])[CH3:27])([CH3:33])[CH3:32], predict the reactants needed to synthesize it. The reactants are: [OH:1][CH2:2][C@H:3]([CH2:19][CH:20]=[CH2:21])[CH2:4][C@H:5]1[CH2:9][O:8][C:7]([CH3:11])([CH3:10])[N:6]1[C:12]([O:14][C:15]([CH3:18])([CH3:17])[CH3:16])=[O:13].N1C=CN=C1.[CH3:27][C:28]([Si:31](Cl)([CH3:33])[CH3:32])([CH3:30])[CH3:29]. (4) Given the product [CH3:1][NH:2][C:3]([CH:5]1[CH2:10][N:9]([C:11]2[C:16]([Cl:17])=[CH:15][C:14]([CH2:18][OH:19])=[CH:13][N:12]=2)[CH2:8][CH2:7][N:6]1[C:21]1[NH:22][C:23]2[C:29]([C:30]3[CH:31]=[C:32]([F:38])[C:33]([F:37])=[C:34]([F:36])[CH:35]=3)=[CH:28][C:27]([C:39]([F:42])([F:40])[F:41])=[CH:26][C:24]=2[N:25]=1)=[O:4], predict the reactants needed to synthesize it. The reactants are: [CH3:1][NH:2][C:3]([CH:5]1[CH2:10][N:9]([C:11]2[C:16]([Cl:17])=[CH:15][C:14]([CH2:18][OH:19])=[CH:13][N:12]=2)[CH2:8][CH2:7][NH:6]1)=[O:4].Cl[C:21]1[NH:25][C:24]2[CH:26]=[C:27]([C:39]([F:42])([F:41])[F:40])[CH:28]=[C:29]([C:30]3[CH:35]=[C:34]([F:36])[C:33]([F:37])=[C:32]([F:38])[CH:31]=3)[C:23]=2[N:22]=1. (5) Given the product [CH2:27]([O:26][C:20]1[CH:19]=[C:18]([C@H:12]([N:8]2[C:9](=[O:11])[C:10]3[C:6](=[CH:5][CH:4]=[CH:3][C:2]=3[NH:1][C:31](=[O:32])[N:30]([CH3:34])[CH3:29])[CH2:7]2)[CH2:13][S:14]([CH3:17])(=[O:15])=[O:16])[CH:23]=[CH:22][C:21]=1[O:24][CH3:25])[CH3:28], predict the reactants needed to synthesize it. The reactants are: [NH2:1][C:2]1[CH:3]=[CH:4][CH:5]=[C:6]2[C:10]=1[C:9](=[O:11])[N:8]([C@@H:12]([C:18]1[CH:23]=[CH:22][C:21]([O:24][CH3:25])=[C:20]([O:26][CH2:27][CH3:28])[CH:19]=1)[CH2:13][S:14]([CH3:17])(=[O:16])=[O:15])[CH2:7]2.[CH3:29][N:30]([CH3:34])[C:31](Cl)=[O:32]. (6) The reactants are: [CH3:1][O:2][C:3]1[CH:8]=[C:7]([N+:9]([O-:11])=[O:10])[CH:6]=[CH:5][C:4]=1[OH:12].[CH3:13][Si:14]([CH2:17][CH2:18][O:19][CH2:20]Cl)([CH3:16])[CH3:15].CCN(C(C)C)C(C)C.O. Given the product [CH3:1][O:2][C:3]1[CH:8]=[C:7]([N+:9]([O-:11])=[O:10])[CH:6]=[CH:5][C:4]=1[O:12][CH2:20][O:19][CH2:18][CH2:17][Si:14]([CH3:16])([CH3:15])[CH3:13], predict the reactants needed to synthesize it. (7) Given the product [O:18]1[CH:19]=[CH:20][CH:21]=[C:17]1[C:4]1[CH:3]=[C:2]([N:32]2[CH2:33][CH2:34][N:29]([C:27]([C:24]3[CH:25]=[CH:26][O:22][CH:23]=3)=[O:28])[CH2:30][CH2:31]2)[N:7]2[N:8]=[C:9]([C:11]3[CH:16]=[CH:15][CH:14]=[CH:13][CH:12]=3)[CH:10]=[C:6]2[N:5]=1, predict the reactants needed to synthesize it. The reactants are: Cl[C:2]1[N:7]2[N:8]=[C:9]([C:11]3[CH:16]=[CH:15][CH:14]=[CH:13][CH:12]=3)[CH:10]=[C:6]2[N:5]=[C:4]([C:17]2[O:18][CH:19]=[CH:20][CH:21]=2)[CH:3]=1.[O:22]1[CH:26]=[CH:25][C:24]([C:27]([N:29]2[CH2:34][CH2:33][NH:32][CH2:31][CH2:30]2)=[O:28])=[CH:23]1.C(N(C(C)C)C(C)C)C.